This data is from Catalyst prediction with 721,799 reactions and 888 catalyst types from USPTO. The task is: Predict which catalyst facilitates the given reaction. (1) Reactant: C[O:2][C:3](=[O:38])[CH2:4][C:5]1[CH:10]=[CH:9][CH:8]=[C:7]([C:11]2[CH:15]=[C:14]([C:16]3[N:17]([CH2:29][C:30]4[CH:35]=[CH:34][C:33]([F:36])=[CH:32][C:31]=4[F:37])[C:18](=[O:28])[C:19]([C:26]#[N:27])=[C:20]([C:22]([F:25])([F:24])[F:23])[CH:21]=3)[S:13][CH:12]=2)[CH:6]=1.C1COCC1.O[Li].O.Cl. Product: [C:26]([C:19]1[C:18](=[O:28])[N:17]([CH2:29][C:30]2[CH:35]=[CH:34][C:33]([F:36])=[CH:32][C:31]=2[F:37])[C:16]([C:14]2[S:13][CH:12]=[C:11]([C:7]3[CH:6]=[C:5]([CH2:4][C:3]([OH:38])=[O:2])[CH:10]=[CH:9][CH:8]=3)[CH:15]=2)=[CH:21][C:20]=1[C:22]([F:24])([F:25])[F:23])#[N:27]. The catalyst class is: 6. (2) Reactant: [CH:1]1([OH:9])[CH2:8][CH2:7][CH2:6][CH:5]=[CH:4][CH2:3][CH2:2]1.C(N(CC)CC)C.[CH2:17]1[C:22](=[O:23])[N:21]([O:24][C:25](ON2C(=O)CCC2=O)=[O:26])[C:19](=[O:20])[CH2:18]1. Product: [C:25](=[O:26])([O:24][N:21]1[C:22](=[O:23])[CH2:17][CH2:18][C:19]1=[O:20])[O:9][CH:1]1[CH2:8][CH2:7][CH2:6][CH:5]=[CH:4][CH2:3][CH2:2]1. The catalyst class is: 10. (3) Reactant: [Cl:1][C:2]1[C:10]2[C:9]([N:11]3[CH2:17][CH:16]4[CH:13]([CH2:14][N:15]4C(OC(C)(C)C)=O)[CH2:12]3)=[N:8][C:7]([S:25][C:26]3[CH:35]=[N:34][C:33]4[C:28](=[N:29][CH:30]=[CH:31][N:32]=4)[CH:27]=3)=[N:6][C:5]=2[NH:4][C:3]=1[CH2:36][CH3:37]. Product: [CH:13]12[CH2:14][NH:15][CH:16]1[CH2:17][N:11]([C:9]1[C:10]3[C:2]([Cl:1])=[C:3]([CH2:36][CH3:37])[NH:4][C:5]=3[N:6]=[C:7]([S:25][C:26]3[CH:35]=[N:34][C:33]4[C:28](=[N:29][CH:30]=[CH:31][N:32]=4)[CH:27]=3)[N:8]=1)[CH2:12]2. The catalyst class is: 55. (4) Reactant: O.[NH2:2][NH2:3].[C:4]([O:8][C:9]([NH:11][C:12]1[CH:16]=[CH:15][S:14][C:13]=1[C:17]([O:19]C)=O)=[O:10])([CH3:7])([CH3:6])[CH3:5]. Product: [C:4]([O:8][C:9]([NH:11][C:12]1[CH:16]=[CH:15][S:14][C:13]=1[C:17]([NH:2][NH2:3])=[O:19])=[O:10])([CH3:7])([CH3:6])[CH3:5]. The catalyst class is: 8.